This data is from Reaction yield outcomes from USPTO patents with 853,638 reactions. The task is: Predict the reaction yield, written as a fraction of the theoretical maximum amount of product (1.0 means a 100% yield; for example, 0.34 means a 34% yield). (1) The product is [F:1][C:2]1[CH:3]=[CH:4][C:5]([O:20][CH2:21][CH2:22][CH3:23])=[C:6]2[C:7]=1[C:15](=[O:16])[CH:10]=[CH:9][NH:8]2. The reactants are [F:1][C:2]1[CH:3]=[CH:4][C:5]([O:20][CH2:21][CH2:22][CH3:23])=[C:6]([NH:8][CH:9]=[C:10]2[C:15](=[O:16])OC(C)(C)OC2=O)[CH:7]=1.C1(OC2C=CC=CC=2)C=CC=CC=1.C(OCC)(=O)C. The catalyst is CCCCCC. The yield is 0.610. (2) The reactants are C(O[C:4](=[O:14])[CH2:5][C:6](=O)[C:7]1[CH:12]=[CH:11][CH:10]=[CH:9][CH:8]=1)C.C(O)(=O)C(O)=O.[CH2:21]([NH:23][NH2:24])[CH3:22].C([O-])([O-])=O.[Na+].[Na+]. The catalyst is CC(O)=O. The product is [CH2:21]([N:23]1[C:4]([OH:14])=[CH:5][C:6]([C:7]2[CH:8]=[CH:9][CH:10]=[CH:11][CH:12]=2)=[N:24]1)[CH3:22]. The yield is 0.660.